Task: Predict the reaction yield, written as a fraction of the theoretical maximum amount of product (1.0 means a 100% yield; for example, 0.34 means a 34% yield).. Dataset: Reaction yield outcomes from USPTO patents with 853,638 reactions (1) The reactants are [H-].[Na+].CS(C)=O.[NH2:7][C:8]1[C:13]([CH3:14])=[CH:12][C:11]([OH:15])=[C:10]([CH3:16])[CH:9]=1.[CH2:17]([O:24][C:25]1[CH:34]=[C:33]2[C:28]([C:29](Cl)=[CH:30][CH:31]=[N:32]2)=[CH:27][C:26]=1[O:36][CH3:37])[C:18]1[CH:23]=[CH:22][CH:21]=[CH:20][CH:19]=1. The catalyst is O. The product is [CH2:17]([O:24][C:25]1[CH:34]=[C:33]2[C:28]([C:29]([O:15][C:11]3[C:10]([CH3:16])=[CH:9][C:8]([NH2:7])=[C:13]([CH3:14])[CH:12]=3)=[CH:30][CH:31]=[N:32]2)=[CH:27][C:26]=1[O:36][CH3:37])[C:18]1[CH:19]=[CH:20][CH:21]=[CH:22][CH:23]=1. The yield is 0.520. (2) The reactants are I[C:2]1[C:10]2[C:5](=[CH:6][CH:7]=[C:8]([C:11]3[O:15][C:14]([NH:16][CH2:17][C:18]4[CH:23]=[CH:22][C:21]([O:24][CH3:25])=[CH:20][CH:19]=4)=[N:13][N:12]=3)[CH:9]=2)[N:4]([S:26]([C:29]2[CH:35]=[CH:34][C:32]([CH3:33])=[CH:31][CH:30]=2)(=[O:28])=[O:27])[CH:3]=1.[Cl:36][C:37]1[CH:42]=[CH:41][N:40]=[C:39]([Sn](CCCC)(CCCC)CCCC)[N:38]=1.N#N. The catalyst is CN(C=O)C.[Cu]I.C1C=CC([P]([Pd]([P](C2C=CC=CC=2)(C2C=CC=CC=2)C2C=CC=CC=2)([P](C2C=CC=CC=2)(C2C=CC=CC=2)C2C=CC=CC=2)[P](C2C=CC=CC=2)(C2C=CC=CC=2)C2C=CC=CC=2)(C2C=CC=CC=2)C2C=CC=CC=2)=CC=1. The product is [Cl:36][C:37]1[CH:42]=[CH:41][N:40]=[C:39]([C:2]2[C:10]3[C:5](=[CH:6][CH:7]=[C:8]([C:11]4[O:15][C:14]([NH:16][CH2:17][C:18]5[CH:19]=[CH:20][C:21]([O:24][CH3:25])=[CH:22][CH:23]=5)=[N:13][N:12]=4)[CH:9]=3)[N:4]([S:26]([C:29]3[CH:30]=[CH:31][C:32]([CH3:33])=[CH:34][CH:35]=3)(=[O:27])=[O:28])[CH:3]=2)[N:38]=1. The yield is 0.533.